From a dataset of Full USPTO retrosynthesis dataset with 1.9M reactions from patents (1976-2016). Predict the reactants needed to synthesize the given product. (1) Given the product [Cl:32][C:30]1[C:29]([O:33][CH3:34])=[CH:28][C:27]([O:35][CH3:36])=[C:26]([NH:25][C:24]([CH2:23][N:14]2[C:15]3[C:20](=[CH:19][CH:18]=[CH:17][CH:16]=3)[C:21](=[O:22])[N:12]([C:9]3[CH:10]=[CH:11][C:6]([CH2:5][C:4]([OH:39])=[O:3])=[CH:7][CH:8]=3)[C:13]2=[O:38])=[O:37])[CH:31]=1, predict the reactants needed to synthesize it. The reactants are: C([O:3][C:4](=[O:39])[CH2:5][C:6]1[CH:11]=[CH:10][C:9]([N:12]2[C:21](=[O:22])[C:20]3[C:15](=[CH:16][CH:17]=[CH:18][CH:19]=3)[N:14]([CH2:23][C:24](=[O:37])[NH:25][C:26]3[CH:31]=[C:30]([Cl:32])[C:29]([O:33][CH3:34])=[CH:28][C:27]=3[O:35][CH3:36])[C:13]2=[O:38])=[CH:8][CH:7]=1)C.CCCC[Sn](O[Sn](CCCC)(CCCC)CCCC)(CCCC)CCCC. (2) Given the product [OH:4][C:5]1[CH:6]=[C:7]2[C:12](=[CH:13][CH:14]=1)[N:11]=[CH:10][N:9]=[C:8]2[NH:25][C:17]1[S:18][C:19]2[C:24]([N:16]=1)=[CH:23][CH:22]=[CH:21][N:20]=2, predict the reactants needed to synthesize it. The reactants are: C([O:4][C:5]1[CH:6]=[C:7]2[C:12](=[CH:13][CH:14]=1)[N:11]=[CH:10][N:9]=[C:8]2Cl)(=O)C.[N:16]1[C:24]2[C:19](=[N:20][CH:21]=[CH:22][CH:23]=2)[S:18][C:17]=1[NH2:25]. (3) Given the product [CH3:1][O:2][C:3]([C:5]1[N:9]2[CH:10]=[CH:11][N:12]=[C:13]([C:21]3[CH:20]=[CH:19][C:18]([Cl:17])=[CH:23][C:22]=3[Cl:24])[C:8]2=[N:7][C:6]=1[CH2:15][CH3:16])=[O:4], predict the reactants needed to synthesize it. The reactants are: [CH3:1][O:2][C:3]([C:5]1[N:9]2[CH:10]=[CH:11][N:12]=[C:13](Cl)[C:8]2=[N:7][C:6]=1[CH2:15][CH3:16])=[O:4].[Cl:17][C:18]1[CH:23]=[C:22]([Cl:24])[CH:21]=[CH:20][C:19]=1B(O)O.